This data is from Catalyst prediction with 721,799 reactions and 888 catalyst types from USPTO. The task is: Predict which catalyst facilitates the given reaction. (1) Reactant: Cl[C:2]1[CH:9]=[CH:8][C:5]([C:6]#[N:7])=[C:4]([CH3:10])[N:3]=1.[F:11][C:12]1[CH:17]=[C:16]([F:18])[CH:15]=[CH:14][C:13]=1[OH:19].C(=O)([O-])[O-].[Cs+].[Cs+].O. Product: [F:11][C:12]1[CH:17]=[C:16]([F:18])[CH:15]=[CH:14][C:13]=1[O:19][C:2]1[CH:9]=[CH:8][C:5]([C:6]#[N:7])=[C:4]([CH3:10])[N:3]=1. The catalyst class is: 3. (2) Reactant: [CH3:1][O:2][C:3]1[CH:4]=[C:5]([NH:11][C:12]2[C:21]([NH2:22])=[N:20][C:19]3[C:14](=[CH:15][CH:16]=[CH:17][CH:18]=3)[N:13]=2)[CH:6]=[C:7]([O:9][CH3:10])[CH:8]=1.[C:23]([NH:26][C:27]1[CH:28]=[C:29]([S:33](Cl)(=[O:35])=[O:34])[CH:30]=[CH:31][CH:32]=1)(=[O:25])[CH3:24].C1C(Cl)=CC=C(Cl)C=1. Product: [CH3:10][O:9][C:7]1[CH:6]=[C:5]([NH:11][C:12]2[C:21]([NH:22][S:33]([C:29]3[CH:28]=[C:27]([NH:26][C:23](=[O:25])[CH3:24])[CH:32]=[CH:31][CH:30]=3)(=[O:35])=[O:34])=[N:20][C:19]3[C:14]([N:13]=2)=[CH:15][CH:16]=[CH:17][CH:18]=3)[CH:4]=[C:3]([O:2][CH3:1])[CH:8]=1. The catalyst class is: 17. (3) Reactant: C(OC([NH:11][C@H:12]([CH2:17][O:18][C:19]([CH3:22])([CH3:21])[CH3:20])[C:13]([O:15][CH3:16])=[O:14])=O)C1C=CC=CC=1. Product: [NH2:11][C@H:12]([CH2:17][O:18][C:19]([CH3:22])([CH3:21])[CH3:20])[C:13]([O:15][CH3:16])=[O:14]. The catalyst class is: 5. (4) Reactant: [NH2:1][C:2]1[CH:11]=[C:10]([OH:12])[CH:9]=[CH:8][C:3]=1[C:4]([O:6][CH3:7])=[O:5].N1C=CN=C1.[C:18]([Si:22](Cl)([CH3:24])[CH3:23])([CH3:21])([CH3:20])[CH3:19]. Product: [NH2:1][C:2]1[CH:11]=[C:10]([O:12][Si:22]([C:18]([CH3:21])([CH3:20])[CH3:19])([CH3:24])[CH3:23])[CH:9]=[CH:8][C:3]=1[C:4]([O:6][CH3:7])=[O:5]. The catalyst class is: 251. (5) Reactant: Cl[C:2]1[N:7]=[N:6][C:5]([O:8][CH:9]2[CH2:12][N:11]([C:13]3[CH:22]=[CH:21][C:20]4[C:15](=[CH:16][CH:17]=[CH:18][CH:19]=4)[N:14]=3)[CH2:10]2)=[C:4]([N:23]2[CH2:28][CH2:27][CH:26]([C:29](=[O:31])[CH3:30])[CH2:25][CH2:24]2)[CH:3]=1. Product: [N:14]1[C:15]2[C:20](=[CH:19][CH:18]=[CH:17][CH:16]=2)[CH:21]=[CH:22][C:13]=1[N:11]1[CH2:10][CH:9]([O:8][C:5]2[N:6]=[N:7][CH:2]=[CH:3][C:4]=2[N:23]2[CH2:24][CH2:25][CH:26]([C:29](=[O:31])[CH3:30])[CH2:27][CH2:28]2)[CH2:12]1. The catalyst class is: 19. (6) Reactant: [C:1]([C:3]1[C:16]2[N:15](C(OC(C)(C)C)=O)[C:14]3[C:9](=[CH:10][C:11]([N:24]4[CH2:29][CH2:28][O:27][CH2:26][CH2:25]4)=[CH:12][CH:13]=3)[S:8][C:7]=2[CH:6]=[C:5]([N:30]2[CH2:35][CH2:34][O:33][CH2:32][CH2:31]2)[CH:4]=1)#[N:2].[C:36]([OH:42])([C:38]([F:41])([F:40])[F:39])=[O:37]. Product: [C:1]([C:3]1[C:16]2[C:7](=[S+:8][C:9]3[C:14]([N:15]=2)=[CH:13][CH:12]=[C:11]([N:24]2[CH2:25][CH2:26][O:27][CH2:28][CH2:29]2)[CH:10]=3)[CH:6]=[C:5]([N:30]2[CH2:35][CH2:34][O:33][CH2:32][CH2:31]2)[CH:4]=1)#[N:2].[F:39][C:38]([F:41])([F:40])[C:36]([O-:42])=[O:37]. The catalyst class is: 4. (7) Reactant: FC1C(=O)CCN(C2NN=CC=2[N+]([O-])=O)C1.[F:17][CH:18]1[CH2:24][N:23]([C:25]2[NH:29][N:28]=[CH:27][C:26]=2[N+:30]([O-:32])=[O:31])[CH2:22][CH2:21][CH:20](C(OCC)=O)[C:19]1=[O:38].[N+](=CC(OCC)=O)=[N-].B(F)(F)F.CCOCC.Cl. Product: [F:17][CH:18]1[C:19](=[O:38])[CH2:20][CH2:21][CH2:22][N:23]([C:25]2[NH:29][N:28]=[CH:27][C:26]=2[N+:30]([O-:32])=[O:31])[CH2:24]1. The catalyst class is: 4.